Dataset: hERG potassium channel inhibition data for cardiac toxicity prediction from Karim et al.. Task: Regression/Classification. Given a drug SMILES string, predict its toxicity properties. Task type varies by dataset: regression for continuous values (e.g., LD50, hERG inhibition percentage) or binary classification for toxic/non-toxic outcomes (e.g., AMES mutagenicity, cardiotoxicity, hepatotoxicity). Dataset: herg_karim. (1) The compound is Cc1nc(C(O)CN2CCN(C[C@H](O)c3ccc4c(c3C)COC4=O)CC2)ccc1C#N. The result is 0 (non-blocker). (2) The molecule is CN1CCC[C@H](n2nc(Cc3ccc(Cl)cc3)c3ccccc3c2=O)CC1. The result is 1 (blocker). (3) The drug is Cc1noc(C)c1CN1CC2CN(CCNS(=O)(=O)c3ccc(C#N)cc3)CC(C1)O2. The result is 0 (non-blocker).